From a dataset of Forward reaction prediction with 1.9M reactions from USPTO patents (1976-2016). Predict the product of the given reaction. (1) The product is: [CH3:32][O:22][C:20]([C:17]1([CH2:16][NH:15][CH2:13][C:27]2[CH:30]=[CH:31][C:24]([F:23])=[CH:25][CH:26]=2)[CH2:18][CH2:19]1)=[O:21]. Given the reactants C[Si](C=[N+]=[N-])(C)C.C(O[C:13]([NH:15][CH2:16][C:17]1([C:20]([OH:22])=[O:21])[CH2:19][CH2:18]1)=O)(C)(C)C.[F:23][C:24]1[CH:31]=[CH:30][C:27](C=O)=[CH:26][CH:25]=1.[C:32]([O-])(=O)C.[Na+].C([BH3-])#N.[Na+], predict the reaction product. (2) Given the reactants [C:1](/[C:3](/[CH:13]=[CH2:14])=[CH:4]\[C@@H:5]1[C@@H:7]([C:8](O)=[O:9])[C:6]1([CH3:12])[CH3:11])#[N:2].S(Cl)([Cl:17])=O, predict the reaction product. The product is: [C:1](/[C:3](/[CH:13]=[CH2:14])=[CH:4]\[C@@H:5]1[C@@H:7]([C:8]([Cl:17])=[O:9])[C:6]1([CH3:12])[CH3:11])#[N:2]. (3) Given the reactants Br[C:2]1[CH:7]=[CH:6][CH:5]=[CH:4][C:3]=1[C:8]1[N:12]([C:13]([CH3:16])([CH3:15])[CH3:14])[C:11]2[CH:17]=[CH:18][C:19]([C:21]3[CH:22]=[N:23][C:24]([NH2:27])=[N:25][CH:26]=3)=[CH:20][C:10]=2[N:9]=1.[CH3:28][N:29]1[CH:33]=[C:32](B2OC(C)(C)C(C)(C)O2)[CH:31]=[N:30]1.C([O-])([O-])=O.[K+].[K+], predict the reaction product. The product is: [C:13]([N:12]1[C:11]2[CH:17]=[CH:18][C:19]([C:21]3[CH:22]=[N:23][C:24]([NH2:27])=[N:25][CH:26]=3)=[CH:20][C:10]=2[N:9]=[C:8]1[C:3]1[CH:4]=[CH:5][CH:6]=[CH:7][C:2]=1[C:32]1[CH:31]=[N:30][N:29]([CH3:28])[CH:33]=1)([CH3:16])([CH3:15])[CH3:14]. (4) Given the reactants [CH2:1]([NH:3][C:4](=[O:24])[NH:5][C:6]1[CH:16]=[C:15]([NH:17][C:18]2[CH:19]=[N:20][CH:21]=[CH:22][CH:23]=2)[C:9]([C:10]([O:12]CC)=O)=[CH:8][N:7]=1)[CH3:2].[NH2:25][C:26]1[CH:31]=[CH:30][CH:29]=[CH:28][CH:27]=1.C[Al](C)C, predict the reaction product. The product is: [CH2:1]([NH:3][C:4](=[O:24])[NH:5][C:6]1[CH:16]=[C:15]([NH:17][C:18]2[CH:19]=[N:20][CH:21]=[CH:22][CH:23]=2)[C:9]([C:10]([NH:25][C:26]2[CH:31]=[CH:30][CH:29]=[CH:28][CH:27]=2)=[O:12])=[CH:8][N:7]=1)[CH3:2].